Dataset: Peptide-MHC class I binding affinity with 185,985 pairs from IEDB/IMGT. Task: Regression. Given a peptide amino acid sequence and an MHC pseudo amino acid sequence, predict their binding affinity value. This is MHC class I binding data. (1) The peptide sequence is LMAAILAYTI. The MHC is HLA-A02:01 with pseudo-sequence HLA-A02:01. The binding affinity (normalized) is 0.644. (2) The peptide sequence is VTRKCPQKK. The MHC is HLA-A11:01 with pseudo-sequence HLA-A11:01. The binding affinity (normalized) is 0.619.